From a dataset of Experimentally validated miRNA-target interactions with 360,000+ pairs, plus equal number of negative samples. Binary Classification. Given a miRNA mature sequence and a target amino acid sequence, predict their likelihood of interaction. (1) The miRNA is mmu-miR-5104 with sequence CUGUGCUAGUGAGGUGGCUCAGCA. The protein sequence of the target gene is MFARGLKRKYGDQEEGVEGFGTVPSYSLQRQSLLDMSLVKLQLCHMLVEPNLCRSVLIANTVRQIQEEMSQDGVWHGMAPQNVDRAPVERLVSTEILCRTVRGAEEEHPAPELEDAPLQNSVSELPIVGSAPGQRNPQSSLWEMDSPQENRGSFQKSLDQIFETLENKNSSSVEELFSDVDSSYYDLDTVLTGMMSGTKSSLCNGLEGFAAATPPPSSTCKSDLAELDHVVEILVET. Result: 0 (no interaction). (2) Result: 0 (no interaction). The protein sequence of the target gene is MHPGSPSAWPPRARAALRLWLGCVCFALVQADSPSAPVNVTVRHLKANSAVVSWDVLEDEVVIGFAISQQKKDVRMLRFIQEVNTTTRSCALWDLEEDTEYIVHVQAISIQGQSPASEPVLFKTPREAEKMASKNKDEVTMKEMGRNQQLRTGEVLIIVVVLFMWAGVIALFCRQYDIIKDNEPNNNKEKTKSASETSTPEHQGGGLLRSKI. The miRNA is hsa-miR-1258 with sequence AGUUAGGAUUAGGUCGUGGAA.